This data is from Forward reaction prediction with 1.9M reactions from USPTO patents (1976-2016). The task is: Predict the product of the given reaction. (1) Given the reactants [CH3:1][C:2]1[CH:7]=[CH:6][C:5](B(O)O)=[C:4]([C:11]([F:14])([F:13])[F:12])[CH:3]=1.Br[C:16]1[CH:17]=[CH:18][C:19]([CH2:22][N:23]2[CH:28]=[C:27]3[N:29]=[C:30]([C:32]4[CH:37]=[CH:36][CH:35]=[C:34]([F:38])[C:33]=4[F:39])[N:31]=[C:26]3[CH:25]=[N:24]2)=[N:20][CH:21]=1, predict the reaction product. The product is: [F:39][C:33]1[C:34]([F:38])=[CH:35][CH:36]=[CH:37][C:32]=1[C:30]1[N:31]=[C:26]2[CH:25]=[N:24][N:23]([CH2:22][C:19]3[CH:18]=[CH:17][C:16]([C:5]4[CH:6]=[CH:7][C:2]([CH3:1])=[CH:3][C:4]=4[C:11]([F:14])([F:13])[F:12])=[CH:21][N:20]=3)[CH:28]=[C:27]2[N:29]=1. (2) Given the reactants C[Al](C)C.[N:5]1[CH:10]=[CH:9][C:8]([CH2:11][NH2:12])=[CH:7][CH:6]=1.[Si]([O:30][CH2:31][C:32]1[C:33]([N:47]2[CH2:52][C@H:51]([CH3:53])[O:50][C@H:49]([CH3:54])[CH2:48]2)=[C:34]([F:46])[C:35]2[O:39][N:38]=[C:37]([C:40](OCC)=[O:41])[C:36]=2[CH:45]=1)(C(C)(C)C)(C1C=CC=CC=1)C1C=CC=CC=1.S([O-])([O-])(=O)=O.[Na+].[Na+].C(O)(=O)C.CCCC[N+](CCCC)(CCCC)CCCC.[F-], predict the reaction product. The product is: [CH3:54][C@@H:49]1[CH2:48][N:47]([C:33]2[C:32]([CH2:31][OH:30])=[CH:45][C:36]3[C:37]([C:40]([NH:12][CH2:11][C:8]4[CH:9]=[CH:10][N:5]=[CH:6][CH:7]=4)=[O:41])=[N:38][O:39][C:35]=3[C:34]=2[F:46])[CH2:52][C@H:51]([CH3:53])[O:50]1. (3) Given the reactants [Cl:1][C:2]1[CH:7]=[C:6]2[NH:8][C:9](=[O:38])[C:10]3([CH:15]([C:16]4[CH:21]=[C:20]([Cl:22])[CH:19]=[CH:18][C:17]=4[O:23][C:24]([CH3:28])([CH3:27])[CH2:25][OH:26])[CH2:14][C:13](=[O:29])[NH:12][CH:11]3[C:30]3[CH:35]=[C:34]([F:36])[CH:33]=[CH:32][C:31]=3[CH3:37])[C:5]2=[CH:4][CH:3]=1.CCN=C=NCCCN(C)C.Cl.C1C=CC2N(O)N=NC=2C=1.CCN(C(C)C)C(C)C.[N:70]1([CH2:76][CH2:77][NH2:78])[CH2:75][CH2:74][CH2:73][CH2:72][CH2:71]1, predict the reaction product. The product is: [Cl:1][C:2]1[CH:7]=[C:6]2[NH:8][C:9](=[O:38])[C:10]3([CH:15]([C:16]4[CH:21]=[C:20]([Cl:22])[CH:19]=[CH:18][C:17]=4[O:23][C:24]([CH3:28])([C:25](=[O:26])[NH:78][CH2:77][CH2:76][N:70]4[CH2:75][CH2:74][CH2:73][CH2:72][CH2:71]4)[CH3:27])[CH2:14][C:13](=[O:29])[NH:12][CH:11]3[C:30]3[CH:35]=[C:34]([F:36])[CH:33]=[CH:32][C:31]=3[CH3:37])[C:5]2=[CH:4][CH:3]=1. (4) Given the reactants O1CCCC1.[NH:6]1[CH:10]=[CH:9][N:8]=[C:7]1[CH2:11][CH:12]([CH2:43][C:44]1[NH:45][CH:46]=[CH:47][N:48]=1)[CH2:13][NH:14][C:15]([C:17]1[CH:42]=[CH:41][C:20]([CH2:21][N:22]2[CH:26]([C:27]([O:29]CC)=[O:28])[CH2:25][C:24]3([CH2:36][CH2:35][N:34]([CH2:37][CH:38]([CH3:40])[CH3:39])[CH2:33][CH2:32]3)[CH2:23]2)=[CH:19][CH:18]=1)=[O:16].[OH-].[Na+].Cl, predict the reaction product. The product is: [NH:6]1[CH:10]=[CH:9][N:8]=[C:7]1[CH2:11][CH:12]([CH2:43][C:44]1[NH:45][CH:46]=[CH:47][N:48]=1)[CH2:13][NH:14][C:15]([C:17]1[CH:18]=[CH:19][C:20]([CH2:21][N:22]2[CH:26]([C:27]([OH:29])=[O:28])[CH2:25][C:24]3([CH2:32][CH2:33][N:34]([CH2:37][CH:38]([CH3:39])[CH3:40])[CH2:35][CH2:36]3)[CH2:23]2)=[CH:41][CH:42]=1)=[O:16]. (5) Given the reactants [CH2:1]([C@H:8]1[N:13]([C:14]([C:16]2[N:17]=[CH:18][N:19]([C@@H:27]3[CH2:31][CH2:30][NH:29][CH2:28]3)[C:20]=2[C:21]2[CH:26]=[CH:25][CH:24]=[CH:23][CH:22]=2)=[O:15])[CH2:12][CH2:11][N:10]([C:32]([O:34][C:35]([CH3:38])([CH3:37])[CH3:36])=[O:33])[CH2:9]1)[C:2]1[CH:7]=[CH:6][CH:5]=[CH:4][CH:3]=1.C(N(CC)CC)C.[C:46](OC(=O)C)(=[O:48])[CH3:47].O, predict the reaction product. The product is: [C:46]([N:29]1[CH2:30][CH2:31][C@@H:27]([N:19]2[C:20]([C:21]3[CH:26]=[CH:25][CH:24]=[CH:23][CH:22]=3)=[C:16]([C:14]([N:13]3[CH2:12][CH2:11][N:10]([C:32]([O:34][C:35]([CH3:38])([CH3:37])[CH3:36])=[O:33])[CH2:9][C@H:8]3[CH2:1][C:2]3[CH:7]=[CH:6][CH:5]=[CH:4][CH:3]=3)=[O:15])[N:17]=[CH:18]2)[CH2:28]1)(=[O:48])[CH3:47]. (6) Given the reactants Cl[C:2]1[C:3]2[N:10]=[C:9]([CH2:11][CH3:12])[S:8][C:4]=2[N:5]=[CH:6][N:7]=1.[CH3:13][N:14]([CH3:22])[CH:15]1[CH2:20][CH2:19][CH:18]([NH2:21])[CH2:17][CH2:16]1.C(=O)([O-])[O-].[K+].[K+], predict the reaction product. The product is: [CH2:11]([C:9]1[S:8][C:4]2[N:5]=[CH:6][N:7]=[C:2]([NH:21][CH:18]3[CH2:19][CH2:20][CH:15]([N:14]([CH3:22])[CH3:13])[CH2:16][CH2:17]3)[C:3]=2[N:10]=1)[CH3:12]. (7) Given the reactants [CH:1]([C:3]1[CH:12]=[CH:11][C:6]([C:7]([O:9][CH3:10])=[O:8])=[CH:5][N:4]=1)=O.[CH3:13][C:14]1[CH:19]=[C:18]([NH2:20])[CH:17]=[C:16]([CH3:21])[C:15]=1[C:22]1[CH:27]=[CH:26][C:25]([C:28]([F:31])([F:30])[F:29])=[CH:24][CH:23]=1, predict the reaction product. The product is: [CH3:13][C:14]1[CH:19]=[C:18]([NH:20][CH:1]([C:3]2[CH:12]=[CH:11][C:6]([C:7]([O:9][CH3:10])=[O:8])=[CH:5][N:4]=2)[CH2:5][CH:6]([CH3:11])[CH3:7])[CH:17]=[C:16]([CH3:21])[C:15]=1[C:22]1[CH:27]=[CH:26][C:25]([C:28]([F:30])([F:29])[F:31])=[CH:24][CH:23]=1. (8) Given the reactants [N:1]([C:4]1[CH:9]=[CH:8][C:7]([C:10]([F:13])([F:12])[F:11])=[CH:6][C:5]=1[Cl:14])=[N+:2]=[N-:3].[CH3:15][O:16][C:17]1[CH:22]=[CH:21][C:20]([CH2:23][C:24]#[N:25])=[CH:19][CH:18]=1.C[O-].[Na+], predict the reaction product. The product is: [Cl:14][C:5]1[CH:6]=[C:7]([C:10]([F:12])([F:13])[F:11])[CH:8]=[CH:9][C:4]=1[N:1]1[C:24]([NH2:25])=[C:23]([C:20]2[CH:21]=[CH:22][C:17]([O:16][CH3:15])=[CH:18][CH:19]=2)[N:3]=[N:2]1. (9) Given the reactants [CH3:1][C:2]1[CH:7]=[CH:6][C:5]([C:8]2[CH:13]=[C:12]([N:14]3[CH2:19][CH2:18][CH2:17][CH2:16][C:15]3=[O:20])[CH:11]=[C:10]([C:21](O)=[O:22])[CH:9]=2)=[CH:4][CH:3]=1.Cl.CN(C)CCCN=C=NCC.O.ON1C2C=CC=CC=2N=N1.Cl.[CH3:48][C:49]1[N:54]=[CH:53][C:52]([C@H:55]([NH2:57])[CH3:56])=[CH:51][CH:50]=1.C(N(CC)C(C)C)(C)C, predict the reaction product. The product is: [CH3:1][C:2]1[CH:7]=[CH:6][C:5]([C:8]2[CH:13]=[C:12]([N:14]3[CH2:19][CH2:18][CH2:17][CH2:16][C:15]3=[O:20])[CH:11]=[C:10]([C:21]([NH:57][C@@H:55]([C:52]3[CH:53]=[N:54][C:49]([CH3:48])=[CH:50][CH:51]=3)[CH3:56])=[O:22])[CH:9]=2)=[CH:4][CH:3]=1.